This data is from Forward reaction prediction with 1.9M reactions from USPTO patents (1976-2016). The task is: Predict the product of the given reaction. (1) Given the reactants [C:1]([C:5]1[CH:31]=[C:8]2[N:9]=[C:10]([CH3:30])[C:11]([CH:22]([CH2:27][CH2:28][CH3:29])[C:23]([O:25]C)=[O:24])=[C:12]([C:13]3[CH:18]=[CH:17][C:16]([O:19][CH3:20])=[CH:15][C:14]=3[F:21])[N:7]2[N:6]=1)([CH3:4])([CH3:3])[CH3:2].[OH-].[Na+], predict the reaction product. The product is: [C:1]([C:5]1[CH:31]=[C:8]2[N:9]=[C:10]([CH3:30])[C:11]([CH:22]([CH2:27][CH2:28][CH3:29])[C:23]([OH:25])=[O:24])=[C:12]([C:13]3[CH:18]=[CH:17][C:16]([O:19][CH3:20])=[CH:15][C:14]=3[F:21])[N:7]2[N:6]=1)([CH3:3])([CH3:4])[CH3:2]. (2) Given the reactants [Cl:1][C:2]1[C:27]([C:28]([F:31])([F:30])[F:29])=[CH:26][CH:25]=[CH:24][C:3]=1[CH2:4][N:5]([CH2:10][CH:11]([C:18]1[CH:23]=[CH:22][CH:21]=[CH:20][CH:19]=1)[C:12]1[CH:17]=[CH:16][CH:15]=[CH:14][CH:13]=1)[CH2:6][CH2:7][CH2:8][OH:9].O[C:33]1[CH:34]=[C:35]([CH:38]=[CH:39][CH:40]=1)[CH:36]=[O:37].C1C=CC(P(C2C=CC=CC=2)C2C=CC=CC=2)=CC=1.CC(OC(/N=N/C(OC(C)C)=O)=O)C, predict the reaction product. The product is: [Cl:1][C:2]1[C:27]([C:28]([F:29])([F:30])[F:31])=[CH:26][CH:25]=[CH:24][C:3]=1[CH2:4][N:5]([CH2:10][CH:11]([C:12]1[CH:17]=[CH:16][CH:15]=[CH:14][CH:13]=1)[C:18]1[CH:19]=[CH:20][CH:21]=[CH:22][CH:23]=1)[CH2:6][CH2:7][CH2:8][O:9][C:33]1[CH:34]=[C:35]([CH:38]=[CH:39][CH:40]=1)[CH:36]=[O:37]. (3) Given the reactants O[CH2:2][C:3]1[CH:8]=[CH:7][C:6]([CH:9]([NH:11][C:12](=[O:14])[CH3:13])[CH3:10])=[CH:5][CH:4]=1.S(Cl)([Cl:17])=O.C(=O)([O-])O.[Na+], predict the reaction product. The product is: [Cl:17][CH2:2][C:3]1[CH:8]=[CH:7][C:6]([CH:9]([NH:11][C:12](=[O:14])[CH3:13])[CH3:10])=[CH:5][CH:4]=1. (4) Given the reactants [CH3:1][O:2][C:3]([C:5]1[CH:15]=[C:14]([O:16]C2C=NC(C(=O)N(C)C)=CC=2)[C:8]2[CH2:9][C:10]([CH3:13])([CH3:12])[O:11][C:7]=2[CH:6]=1)=[O:4].Br[C:29]1[CH:39]=[CH:38][C:32]([C:33]([N:35]([CH3:37])[CH3:36])=[O:34])=[CH:31][N:30]=1.COC(C1C=C(O)C2CC(C)(C)OC=2C=1)=O, predict the reaction product. The product is: [CH3:1][O:2][C:3]([C:5]1[CH:15]=[C:14]([O:16][C:29]2[CH:39]=[CH:38][C:32]([C:33](=[O:34])[N:35]([CH3:36])[CH3:37])=[CH:31][N:30]=2)[C:8]2[CH2:9][C:10]([CH3:12])([CH3:13])[O:11][C:7]=2[CH:6]=1)=[O:4]. (5) The product is: [CH2:1]([O:3][C:4]([C:6]1[N:7]=[N:8][C:9]([Cl:13])=[CH:10][C:11]=1[NH:25][C:23]1[CH:22]=[CH:21][CH:20]=[C:19]([N:14]2[CH:18]=[CH:17][N:16]=[N:15]2)[N:24]=1)=[O:5])[CH3:2]. Given the reactants [CH2:1]([O:3][C:4]([C:6]1[N:7]=[N:8][C:9]([Cl:13])=[CH:10][C:11]=1Cl)=[O:5])[CH3:2].[N:14]1([C:19]2[N:24]=[C:23]([NH2:25])[CH:22]=[CH:21][CH:20]=2)[CH:18]=[CH:17][N:16]=[N:15]1.CC1(C)C2C(=C(P(C3C=CC=CC=3)C3C=CC=CC=3)C=CC=2)OC2C(P(C3C=CC=CC=3)C3C=CC=CC=3)=CC=CC1=2.C(=O)([O-])[O-].[Cs+].[Cs+], predict the reaction product. (6) The product is: [C:1]([O:5][C:6]([NH:8][C@H:9]1[C:13]2([CH2:14][CH2:15]2)[CH2:12][N:11]([C:29]2[C:28]([F:34])=[CH:27][C:18]([C:19]([CH2:21][C:22]([O:24][CH2:25][CH3:26])=[O:23])=[O:20])=[C:17]([F:16])[C:30]=2[O:31][CH3:32])[CH2:10]1)=[O:7])([CH3:4])([CH3:2])[CH3:3]. Given the reactants [C:1]([O:5][C:6]([NH:8][C@H:9]1[C:13]2([CH2:15][CH2:14]2)[CH2:12][NH:11][CH2:10]1)=[O:7])([CH3:4])([CH3:3])[CH3:2].[F:16][C:17]1[C:30]([O:31][CH3:32])=[C:29](F)[C:28]([F:34])=[CH:27][C:18]=1[C:19]([CH2:21][C:22]([O:24][CH2:25][CH3:26])=[O:23])=[O:20].C(N(CC)CC)C, predict the reaction product.